Token-level Classification. Given an antigen amino acid sequence, predict which amino acid positions are active epitope sites capable of antibody binding. Output is a list of indices for active positions. From a dataset of B-cell epitopes from IEDB database with 3,159 antigens for binding position prediction. (1) Given the antigen sequence: MQIFAESNVSLLPMNSKQSPKLPQICVLRQPKSSPSTRSGCAELCDPSNKPGHLLPSFISAFAQTRIFARTYHKTTAHPVSCITHLRIS, which amino acid positions are active epitope sites? The epitope positions are: [40, 41, 42, 43, 44, 45, 46, 47, 48, 49, 50, 51, 52, 53, 54]. The amino acids at these positions are: CAELCDPSNKPGHLL. (2) Given the antigen sequence: MTTRTKSRGHTAATTQNDRMPGPELSGWISEQLMTGRIPVSDIFCDIENNPGLCYASQMQQTKPNPKTRNSQTQTDPICNHSFEEVVQTLASLATVVQQQTIASESLEQRITSLENGLKPVYDMAKTISSLNRVCAEMVAKYDLLVMTTGRATATAAATEAYWAEHGQPPPGPSLYEESAIRGKIESRDETVPQSVREAFNNLDSTTSLTEENFGKPDISAKDLRNIMYDHLPGFGTAFHQLVQVICKLGKDSNSLDIIHAEFQASLAEGDSPQCALIQITKRVPIFQDAAPPVIHIRSRGDIPRACQKSLRPVPPSPKIDRGWVCVFQLQDGKTLGLKI, which amino acid positions are active epitope sites? The epitope positions are: [64, 65, 66, 67, 68, 69, 70, 71, 72, 73, 74, 75, 76, 77, 78]. The amino acids at these positions are: NPKTRNSQTQTDPIC. (3) The epitope positions are: [0, 1, 2, 3, 4, 5, 6, 7, 8, 9, 10, 11, 12]. The amino acids at these positions are: MKLVRFLMKLSHE. Given the antigen sequence: MKLVRFLMKLSHETVTIALKNRTQVHGTVTGVDVSMNTHLKAVKMTPKNREPVQLETLSIRGNNIRYFILLDSLPLDTLLVDVEPKVKSKKREAVAGRGRGRGRGRGRGRGRGRGGPRR, which amino acid positions are active epitope sites? (4) Given the antigen sequence: MAMMMTGRVLPVCALCVLCCGLLSADAGDDDVSGDHGTLGGSGVGADGRPSVPVGSDVSTGGTKDECSLGSGGGSPVSASTPCKSLLSDAENPGGEVFNDNKKGLSRVEGNSNVEQDPPQPGSHVVSTAEVLAPGQSNSEAQEQSSGKLRTEEGRNNGDGGTTVKEEVTGVKSRDTADLSPNDSRPPKAARPVTGEEKGTEKQAASKASLTPEEERGTSAATDQKVDLPKEEAASSAGATKNRSPVGQQQTEASSPSTSGSTSTLTPQKEPAEELHSNNNQPPGDAAPTEGTQHETLPGDKTQTEPATTNNKPIDATPTGDSESSPTAPPAGESDAATTTTTNNHDPRSLNNNGNNTFTEEVDQKEATRKPKNAPESTDTAAANSEASATAINISTNTTNKTTTGDSSTAVSHTTSPLSLLLVVACAAAVVAA, which amino acid positions are active epitope sites? The epitope positions are: [88, 89, 90, 91, 92, 93, 94, 95, 96, 97, 98, 99, 100, 101, 102, 103, 104, 105, 106, 107]. The amino acids at these positions are: DAENPGGEVFNDNKKGLSRV. (5) Given the antigen sequence: MKFKKTIGAMALTTMFVAVSASAVEKNITVTASVDPVIDLLQADGNALPSAVKLAYSPASKTFESYRVMTQVHTNDATKKVIVKLADTPQLTDVLNSTVQMPISVSWGGQVLSTTAKEFEAAALGYSASGVNGVSSSQELVISAAPKTAGTAPTAGNYSGVVSLVMTLGS, which amino acid positions are active epitope sites? The epitope positions are: [150, 151, 152, 153, 154, 155]. The amino acids at these positions are: TAPTAG. (6) Given the antigen sequence: MRNIFKRNQEPIVAPATTTATMPLAPAAPADNSTESTGTGESQEDMFAKLKDKFFNEINKIPLPPWALIAMAVVAGLLLLTCCFCICKKCCCKKKKNKKEKGKGMKNAMNMKDMKGGQDDDDAETGLTEGEGEGEEEKEPENLGKLQFSLDYDFQANQLTVGVLQAAELPALDMGGTSDPYVKVFLLPDKKKKYETKVHRKTLNPAFNETFTFKVPYQELGGKTLVMAIYDFDRFSKHDIIGEVKVPMNTVDLGQPIEEWRDLQGGEKEEPEKLGDICTSLRYVPTAGKLTVCILEAKNLKKMDVGGLSDPYVKIHLMQNGKRLKKKKTTVKKKTLNPYFNESFSFEIPFEQIQKVQVVVTVLDYDKLGKNEAIGKIFVGSNATGTELRHWSDMLANPRRPIAQWHSLKPEEEVDALLGKNK, which amino acid positions are active epitope sites? The epitope positions are: [8, 9, 10, 11, 12, 13]. The amino acids at these positions are: QEPIVA. (7) Given the antigen sequence: VEVRNISSSYYATNDCSNSSITWQLTNAVLHLPGCVPCENDNGTLHCWIQVTPNVAVKHRGALTHNLRAHVDMIVMAATVCSALYVGDMCGAVMIVSQAFIISPERHNFTQECNCSIYQGRITGHRMAWDMMLNWSPTLTMILAYAARVPELVLEVVFGGHWGVVFGLAYFSMQGAWAKVIAILLLVAGVDA, which amino acid positions are active epitope sites? The epitope positions are: [91, 92, 93, 94, 95, 96, 97, 98, 99, 100, 101, 102, 103, 104]. The amino acids at these positions are: AVMIVSQAFIISPE. (8) Given the antigen sequence: MDSTSTIANKIEEYLGAKSDDSKIDELLKADPSEVEYYRSGGDGDYLKNNICKITVNHSDSGKYDPCEKKLPPYDDNDQWKCQQNSSDGSGKPENICVPPRRERLCTYNLENLKFDKIRDNNAFLADVLLTARNEGEKIVQNHPDTNSSNVCNALERSFADLADIIRGTDQWKGTNSNLEKNLKQMFAKIRENDKVLQDKYPKDQKYTKLREAWWNANRQKVWEVITCGARSNDLLIKRGWRTSGKSDRKKNFELCRKCGHYEKEVPTKLDYVPQFLRWLTEWIEDFYREKQNLIDDMERHREECTREDHKSKEGTSYCSTCKDKCKKYCECVKKWKTEWENQENKYKDLYEQNKNKTSQKNTSRYDDYVKDFFEKLEANYSSLENYIKGDPYFAEYATKLSFILNPSDANNPSGETANHNDEACNCNESGISSVGQAQTSGPSSNKTCITHSSIKTNKKKECKDVKLGVRENDKDLKICVIEDTSLSGVDNCCCQDLLG..., which amino acid positions are active epitope sites? The epitope positions are: [1844, 1845, 1846, 1847, 1848, 1849, 1850, 1851, 1852, 1853, 1854, 1855, 1856, 1857, 1858, 1859]. The amino acids at these positions are: YTNWLNPKRIEWNGMS.